From a dataset of Forward reaction prediction with 1.9M reactions from USPTO patents (1976-2016). Predict the product of the given reaction. The product is: [Cl:40][C:36]1[C:37]([CH3:39])=[CH:38][C:33]([S:30]([NH:29][C:25]2[CH:24]=[C:23]([C:20]3[CH:21]=[CH:22][C:17]([C:15]([NH:14][C@@H:7]([CH3:8])[C:6]([OH:43])=[O:5])=[O:16])=[C:18]([CH3:42])[CH:19]=3)[CH:28]=[CH:27][CH:26]=2)(=[O:31])=[O:32])=[C:34]([CH3:41])[CH:35]=1. Given the reactants C([O:5][C:6](=[O:43])[C@@H:7]([NH:14][C:15]([C:17]1[CH:22]=[CH:21][C:20]([C:23]2[CH:28]=[CH:27][CH:26]=[C:25]([NH:29][S:30]([C:33]3[CH:38]=[C:37]([CH3:39])[C:36]([Cl:40])=[CH:35][C:34]=3[CH3:41])(=[O:32])=[O:31])[CH:24]=2)=[CH:19][C:18]=1[CH3:42])=[O:16])[CH2:8]OC(C)(C)C)(C)(C)C.Cl.C(OC(=O)[C@@H](N)C)C, predict the reaction product.